From a dataset of CYP2D6 substrate classification data from Carbon-Mangels et al.. Regression/Classification. Given a drug SMILES string, predict its absorption, distribution, metabolism, or excretion properties. Task type varies by dataset: regression for continuous measurements (e.g., permeability, clearance, half-life) or binary classification for categorical outcomes (e.g., BBB penetration, CYP inhibition). Dataset: cyp2d6_substrate_carbonmangels. (1) The molecule is C=C1C[C@@H]2[C@H](CC[C@]3(C)C(=O)CC[C@@H]23)[C@@]2(C)C=CC(=O)C=C12. The result is 0 (non-substrate). (2) The drug is CC(C)c1c(C(=O)Nc2ccccc2)c(-c2ccccc2)c(-c2ccc(F)cc2)n1CC[C@@H](O)C[C@@H](O)CC(=O)O. The result is 0 (non-substrate).